This data is from Forward reaction prediction with 1.9M reactions from USPTO patents (1976-2016). The task is: Predict the product of the given reaction. (1) Given the reactants [Br:1][C:2]1[CH:7]=[C:6]([F:8])[CH:5]=[CH:4][C:3]=1[CH:9]1[C:14]([C:15]([O:17][CH2:18][CH3:19])=[O:16])=[C:13]([CH2:20]Br)[NH:12][C:11]([C:22]2[S:23][C:24]([C:27]([F:30])([F:29])[F:28])=[CH:25][N:26]=2)=[N:10]1.[NH:31]1[CH2:36][CH2:35][O:34][CH2:33][CH:32]1[C:37]([OH:39])=[O:38], predict the reaction product. The product is: [Br:1][C:2]1[CH:7]=[C:6]([F:8])[CH:5]=[CH:4][C:3]=1[CH:9]1[N:10]=[C:11]([C:22]2[S:23][C:24]([C:27]([F:30])([F:28])[F:29])=[CH:25][N:26]=2)[NH:12][C:13]([CH2:20][N:31]2[CH2:36][CH2:35][O:34][CH2:33][CH:32]2[C:37]([OH:39])=[O:38])=[C:14]1[C:15]([O:17][CH2:18][CH3:19])=[O:16]. (2) Given the reactants [C:1]([O:5][C:6]([NH:8][C@@H:9]([CH2:14][C:15]1[C:24]2[C:19](=[CH:20][CH:21]=[CH:22][CH:23]=2)[C:18]([CH2:25][CH2:26][CH2:27][CH2:28][NH:29][C:30]([NH:32][C:33]([C:35]2[C:40]([NH2:41])=[N:39][C:38]([NH2:42])=[C:37]([Cl:43])[N:36]=2)=[O:34])=[NH:31])=[CH:17][CH:16]=1)[C:10]([O:12]C)=[O:11])=[O:7])([CH3:4])([CH3:3])[CH3:2].CO.[Li+].[OH-].Cl, predict the reaction product. The product is: [C:1]([O:5][C:6]([NH:8][C@@H:9]([CH2:14][C:15]1[C:24]2[C:19](=[CH:20][CH:21]=[CH:22][CH:23]=2)[C:18]([CH2:25][CH2:26][CH2:27][CH2:28][NH:29][C:30]([NH:32][C:33]([C:35]2[C:40]([NH2:41])=[N:39][C:38]([NH2:42])=[C:37]([Cl:43])[N:36]=2)=[O:34])=[NH:31])=[CH:17][CH:16]=1)[C:10]([OH:12])=[O:11])=[O:7])([CH3:4])([CH3:2])[CH3:3]. (3) Given the reactants [CH2:1]([S:3][C:4]1[N:5]([C:16]2[CH:21]=[CH:20][C:19]([O:22][CH2:23][C:24]([F:27])([F:26])[F:25])=[CH:18][CH:17]=2)[C:6](=[O:15])[C:7]2[CH:13]=[CH:12][NH:11][C:10](=[O:14])[C:8]=2[N:9]=1)[CH3:2].[H-].[Na+].I[CH3:31].O, predict the reaction product. The product is: [CH2:1]([S:3][C:4]1[N:5]([C:16]2[CH:21]=[CH:20][C:19]([O:22][CH2:23][C:24]([F:26])([F:27])[F:25])=[CH:18][CH:17]=2)[C:6](=[O:15])[C:7]2[CH:13]=[CH:12][N:11]([CH3:31])[C:10](=[O:14])[C:8]=2[N:9]=1)[CH3:2]. (4) The product is: [C:1]([C:5]1[S:13][C:12]2[C:11]([Cl:22])=[N:10][C:9]([C:15]([O:17][CH2:18][CH3:19])=[O:16])=[N:8][C:7]=2[CH:6]=1)([CH3:4])([CH3:3])[CH3:2]. Given the reactants [C:1]([C:5]1[S:13][C:12]2[C:11](=O)[NH:10][C:9]([C:15]([O:17][CH2:18][CH3:19])=[O:16])=[N:8][C:7]=2[CH:6]=1)([CH3:4])([CH3:3])[CH3:2].O=P(Cl)(Cl)[Cl:22], predict the reaction product. (5) Given the reactants CCN(C(C)C)C(C)C.[Cl:10][C:11]1[CH:12]=[CH:13][C:14]2[N:15]=[CH:16][N:17]=[C:18](OC3CCOCC3)[C:19]=2[N:20]=1.[C:28]([O:32][C:33]([N:35]1[CH2:40][CH2:39][CH:38]([NH2:41])[CH2:37][CH2:36]1)=[O:34])([CH3:31])([CH3:30])[CH3:29], predict the reaction product. The product is: [Cl:10][C:11]1[CH:12]=[CH:13][C:14]2[N:15]=[CH:16][N:17]=[C:18]([NH:41][CH:38]3[CH2:37][CH2:36][N:35]([C:33]([O:32][C:28]([CH3:31])([CH3:30])[CH3:29])=[O:34])[CH2:40][CH2:39]3)[C:19]=2[N:20]=1. (6) Given the reactants C([O:8][C:9]1[C:14]([C:15]([CH3:18])([CH3:17])[CH3:16])=[CH:13][CH:12]=[CH:11][C:10]=1[C:19]([C:27]1[C:28]([O:39][CH3:40])=[C:29]([C:33]2[CH:38]=[CH:37][CH:36]=[CH:35][CH:34]=2)[CH:30]=[CH:31][CH:32]=1)([C:21]1[CH:26]=[CH:25][CH:24]=[CH:23][CH:22]=1)O)C1C=CC=CC=1.[PH2](O)=O, predict the reaction product. The product is: [C:15]([C:14]1[CH:13]=[CH:12][CH:11]=[C:10]([CH:19]([C:27]2[C:28]([O:39][CH3:40])=[C:29]([C:33]3[CH:34]=[CH:35][CH:36]=[CH:37][CH:38]=3)[CH:30]=[CH:31][CH:32]=2)[C:21]2[CH:26]=[CH:25][CH:24]=[CH:23][CH:22]=2)[C:9]=1[OH:8])([CH3:18])([CH3:16])[CH3:17]. (7) Given the reactants C([CH:3]([CH:6]([CH3:8])[CH3:7])[C:4]#[N:5])=O.[CH3:9][NH:10][NH2:11].[CH2:12](O)C, predict the reaction product. The product is: [CH:6]([C:3]1[CH:9]=[N:10][N:11]([CH3:12])[C:4]=1[NH2:5])([CH3:8])[CH3:7].